From a dataset of NCI-60 drug combinations with 297,098 pairs across 59 cell lines. Regression. Given two drug SMILES strings and cell line genomic features, predict the synergy score measuring deviation from expected non-interaction effect. (1) Drug 1: CC1=C(N=C(N=C1N)C(CC(=O)N)NCC(C(=O)N)N)C(=O)NC(C(C2=CN=CN2)OC3C(C(C(C(O3)CO)O)O)OC4C(C(C(C(O4)CO)O)OC(=O)N)O)C(=O)NC(C)C(C(C)C(=O)NC(C(C)O)C(=O)NCCC5=NC(=CS5)C6=NC(=CS6)C(=O)NCCC[S+](C)C)O. Drug 2: CN(CCCl)CCCl.Cl. Cell line: MOLT-4. Synergy scores: CSS=56.0, Synergy_ZIP=0.376, Synergy_Bliss=0.794, Synergy_Loewe=-7.91, Synergy_HSA=0.608. (2) Drug 1: C1CNP(=O)(OC1)N(CCCl)CCCl. Drug 2: C(CCl)NC(=O)N(CCCl)N=O. Cell line: MCF7. Synergy scores: CSS=-2.11, Synergy_ZIP=-0.251, Synergy_Bliss=-2.14, Synergy_Loewe=-2.14, Synergy_HSA=-2.80. (3) Drug 1: COC1=CC(=CC(=C1O)OC)C2C3C(COC3=O)C(C4=CC5=C(C=C24)OCO5)OC6C(C(C7C(O6)COC(O7)C8=CC=CS8)O)O. Drug 2: C1CNP(=O)(OC1)N(CCCl)CCCl. Synergy scores: CSS=32.8, Synergy_ZIP=2.52, Synergy_Bliss=-0.413, Synergy_Loewe=-45.5, Synergy_HSA=-0.749. Cell line: MDA-MB-231. (4) Synergy scores: CSS=26.1, Synergy_ZIP=-2.88, Synergy_Bliss=-1.96, Synergy_Loewe=-8.37, Synergy_HSA=-2.04. Drug 1: CC12CCC3C(C1CCC2=O)CC(=C)C4=CC(=O)C=CC34C. Drug 2: C1=CC=C(C=C1)NC(=O)CCCCCCC(=O)NO. Cell line: SW-620. (5) Drug 1: C1C(C(OC1N2C=NC3=C(N=C(N=C32)Cl)N)CO)O. Drug 2: CC1=C(C(CCC1)(C)C)C=CC(=CC=CC(=CC(=O)O)C)C. Cell line: UO-31. Synergy scores: CSS=5.57, Synergy_ZIP=-0.381, Synergy_Bliss=-1.45, Synergy_Loewe=-32.7, Synergy_HSA=-2.40.